Dataset: Reaction yield outcomes from USPTO patents with 853,638 reactions. Task: Predict the reaction yield, written as a fraction of the theoretical maximum amount of product (1.0 means a 100% yield; for example, 0.34 means a 34% yield). (1) The reactants are [C:1]1([CH3:14])[CH:6]=[CH:5][C:4]([N:7]=[C:8]2[NH:12][C:11](=[O:13])[CH2:10][S:9]2)=[CH:3][CH:2]=1.[C:15]1([CH2:21][CH2:22][CH:23]=O)[CH:20]=[CH:19][CH:18]=[CH:17][CH:16]=1.CC([O-])=O.[Na+]. The catalyst is CC(O)=O. The product is [C:1]1([CH3:14])[CH:2]=[CH:3][C:4]([N:7]=[C:8]2[NH:12][C:11](=[O:13])[C:10](=[CH:23][CH2:22][CH2:21][C:15]3[CH:20]=[CH:19][CH:18]=[CH:17][CH:16]=3)[S:9]2)=[CH:5][CH:6]=1. The yield is 0.780. (2) The reactants are [F:1][C:2]([F:31])([F:30])[C:3]1[CH:8]=[CH:7][C:6]([C:9]2[CH:10]=[C:11]([CH:27]=[CH:28][CH:29]=2)[CH2:12][O:13][C:14]2[CH:19]=[CH:18][C:17](/[CH:20]=[CH:21]/[C:22]([O:24][CH3:25])=[O:23])=[C:16]([OH:26])[CH:15]=2)=[CH:5][CH:4]=1.[CH2:32](Br)[C:33]#[CH:34].C([O-])([O-])=O.[K+].[K+].O. The catalyst is CN(C=O)C.CCOC(C)=O. The product is [F:1][C:2]([F:30])([F:31])[C:3]1[CH:4]=[CH:5][C:6]([C:9]2[CH:10]=[C:11]([CH:27]=[CH:28][CH:29]=2)[CH2:12][O:13][C:14]2[CH:19]=[CH:18][C:17](/[CH:20]=[CH:21]/[C:22]([O:24][CH3:25])=[O:23])=[C:16]([O:26][CH2:34][C:33]#[CH:32])[CH:15]=2)=[CH:7][CH:8]=1. The yield is 0.950. (3) The catalyst is CO.ClCCl.[Pd]. The product is [NH:29]1[C:25]([CH2:24][CH2:23][CH2:22][O:21][C:18]2[CH:19]=[CH:20][C:15]([CH2:14][CH2:13][CH2:12][CH2:11][NH2:10])=[CH:16][CH:17]=2)=[N:26][N:27]=[N:28]1. The reactants are C(OC(=O)[NH:10][CH2:11][CH2:12][CH2:13][CH2:14][C:15]1[CH:20]=[CH:19][C:18]([O:21][CH2:22][CH2:23][CH2:24][C:25]2[NH:29][N:28]=[N:27][N:26]=2)=[CH:17][CH:16]=1)C1C=CC=CC=1. The yield is 0.990. (4) The reactants are [NH2:1][C:2]1[N:7]=[CH:6][N:5]=[C:4]2[N:8]([CH2:25][C@H:26]3[CH2:30][CH2:29][CH2:28][N:27]3[C:31](=[O:35])[CH2:32][C:33]#[N:34])[N:9]=[C:10]([C:11]3[CH:16]=[CH:15][C:14]([O:17][C:18]4[CH:23]=[CH:22][CH:21]=[CH:20][CH:19]=4)=[CH:13][C:12]=3[F:24])[C:3]=12.[CH:36]([C@@H:38]1[CH2:42][CH2:41][CH2:40][N:39]1[C:43]([O:45][C:46]([CH3:49])([CH3:48])[CH3:47])=[O:44])=O.N1CCCCC1. The catalyst is C(O)C. The product is [NH2:1][C:2]1[N:7]=[CH:6][N:5]=[C:4]2[N:8]([CH2:25][C@H:26]3[CH2:30][CH2:29][CH2:28][N:27]3[C:31](=[O:35])[C:32]([C:33]#[N:34])=[CH:36][C@@H:38]3[CH2:42][CH2:41][CH2:40][N:39]3[C:43]([O:45][C:46]([CH3:47])([CH3:49])[CH3:48])=[O:44])[N:9]=[C:10]([C:11]3[CH:16]=[CH:15][C:14]([O:17][C:18]4[CH:19]=[CH:20][CH:21]=[CH:22][CH:23]=4)=[CH:13][C:12]=3[F:24])[C:3]=12. The yield is 0.570. (5) The reactants are FC(F)(F)S(O[C:7]1[C:8]([N+:17]([O-:19])=[O:18])=[C:9]2[C:14](=[CH:15][CH:16]=1)[CH:13]=[N:12][CH:11]=[CH:10]2)(=O)=O.[NH2:22][C:23]1[CH:28]=[CH:27][C:26]([NH:29][C:30](=[O:36])[O:31][C:32]([CH3:35])([CH3:34])[CH3:33])=[CH:25][CH:24]=1. No catalyst specified. The product is [N+:17]([C:8]1[C:7]([NH:22][C:23]2[CH:24]=[CH:25][C:26]([NH:29][C:30](=[O:36])[O:31][C:32]([CH3:34])([CH3:33])[CH3:35])=[CH:27][CH:28]=2)=[CH:16][CH:15]=[C:14]2[C:9]=1[CH:10]=[CH:11][N:12]=[CH:13]2)([O-:19])=[O:18]. The yield is 0.260.